Task: Regression. Given two drug SMILES strings and cell line genomic features, predict the synergy score measuring deviation from expected non-interaction effect.. Dataset: NCI-60 drug combinations with 297,098 pairs across 59 cell lines (1) Drug 1: CC1CC2C3CCC4=CC(=O)C=CC4(C3(C(CC2(C1(C(=O)CO)O)C)O)F)C. Drug 2: C1CC(C1)(C2=CC=C(C=C2)C3=C(C=C4C(=N3)C=CN5C4=NNC5=O)C6=CC=CC=C6)N. Cell line: UACC62. Synergy scores: CSS=24.1, Synergy_ZIP=-0.839, Synergy_Bliss=1.79, Synergy_Loewe=-12.4, Synergy_HSA=2.29. (2) Drug 1: C1CC(=O)NC(=O)C1N2CC3=C(C2=O)C=CC=C3N. Drug 2: C1=NC2=C(N1)C(=S)N=C(N2)N. Cell line: MALME-3M. Synergy scores: CSS=17.7, Synergy_ZIP=-3.59, Synergy_Bliss=0.0610, Synergy_Loewe=-15.3, Synergy_HSA=0.339. (3) Drug 1: CN(C(=O)NC(C=O)C(C(C(CO)O)O)O)N=O. Drug 2: C1C(C(OC1N2C=NC(=NC2=O)N)CO)O. Cell line: NCI-H226. Synergy scores: CSS=1.24, Synergy_ZIP=-3.14, Synergy_Bliss=-3.55, Synergy_Loewe=-2.24, Synergy_HSA=-1.55. (4) Drug 1: CC1=CC2C(CCC3(C2CCC3(C(=O)C)OC(=O)C)C)C4(C1=CC(=O)CC4)C. Drug 2: CNC(=O)C1=NC=CC(=C1)OC2=CC=C(C=C2)NC(=O)NC3=CC(=C(C=C3)Cl)C(F)(F)F. Cell line: HCT116. Synergy scores: CSS=26.3, Synergy_ZIP=2.42, Synergy_Bliss=3.87, Synergy_Loewe=-23.5, Synergy_HSA=4.81. (5) Drug 1: C1=NC(=NC(=O)N1C2C(C(C(O2)CO)O)O)N. Drug 2: C(CCl)NC(=O)N(CCCl)N=O. Cell line: UACC-257. Synergy scores: CSS=7.37, Synergy_ZIP=-4.03, Synergy_Bliss=2.89, Synergy_Loewe=1.76, Synergy_HSA=2.94. (6) Drug 1: C(CC(=O)O)C(=O)CN.Cl. Drug 2: B(C(CC(C)C)NC(=O)C(CC1=CC=CC=C1)NC(=O)C2=NC=CN=C2)(O)O. Cell line: HOP-92. Synergy scores: CSS=58.4, Synergy_ZIP=-1.27, Synergy_Bliss=0.370, Synergy_Loewe=-7.12, Synergy_HSA=-6.99. (7) Drug 1: COC1=CC(=CC(=C1O)OC)C2C3C(COC3=O)C(C4=CC5=C(C=C24)OCO5)OC6C(C(C7C(O6)COC(O7)C8=CC=CS8)O)O. Drug 2: C1=CC(=CC=C1CC(C(=O)O)N)N(CCCl)CCCl.Cl. Cell line: SF-539. Synergy scores: CSS=56.5, Synergy_ZIP=-4.05, Synergy_Bliss=1.41, Synergy_Loewe=-21.9, Synergy_HSA=2.08. (8) Drug 1: C1CN1P(=S)(N2CC2)N3CC3. Drug 2: COC1=C2C(=CC3=C1OC=C3)C=CC(=O)O2. Cell line: UACC-257. Synergy scores: CSS=1.04, Synergy_ZIP=-2.91, Synergy_Bliss=-3.06, Synergy_Loewe=-2.78, Synergy_HSA=-2.54. (9) Drug 1: CC1OCC2C(O1)C(C(C(O2)OC3C4COC(=O)C4C(C5=CC6=C(C=C35)OCO6)C7=CC(=C(C(=C7)OC)O)OC)O)O. Drug 2: C1C(C(OC1N2C=NC(=NC2=O)N)CO)O. Cell line: SF-268. Synergy scores: CSS=18.0, Synergy_ZIP=-8.02, Synergy_Bliss=4.75, Synergy_Loewe=-3.81, Synergy_HSA=1.35. (10) Drug 1: CS(=O)(=O)C1=CC(=C(C=C1)C(=O)NC2=CC(=C(C=C2)Cl)C3=CC=CC=N3)Cl. Drug 2: CC1C(C(CC(O1)OC2CC(OC(C2O)C)OC3=CC4=CC5=C(C(=O)C(C(C5)C(C(=O)C(C(C)O)O)OC)OC6CC(C(C(O6)C)O)OC7CC(C(C(O7)C)O)OC8CC(C(C(O8)C)O)(C)O)C(=C4C(=C3C)O)O)O)O. Cell line: UACC62. Synergy scores: CSS=12.0, Synergy_ZIP=25.8, Synergy_Bliss=27.7, Synergy_Loewe=27.6, Synergy_HSA=26.9.